This data is from Full USPTO retrosynthesis dataset with 1.9M reactions from patents (1976-2016). The task is: Predict the reactants needed to synthesize the given product. (1) Given the product [F:1][C:2]1[CH:7]=[C:6]([F:8])[CH:5]=[CH:4][C:3]=1[C@:9]1([CH2:17][I:18])[O:13][CH2:12][C@@H:11]([CH2:14][OH:15])[CH2:10]1, predict the reactants needed to synthesize it. The reactants are: [F:1][C:2]1[CH:7]=[C:6]([F:8])[CH:5]=[CH:4][C:3]=1[C@:9]1([CH2:17][I:18])[O:13][CH2:12][C@@H:11]([C:14](O)=[O:15])[CH2:10]1.O1CCCC1.[BH4-].[Na+].B(F)(F)F. (2) Given the product [N:17]1([CH2:15][CH2:14][CH2:8][CH2:9][N:11]2[C:30](=[O:32])[C:31]3[C:7](=[CH:6][CH:5]=[CH:4][CH:3]=3)[C:12]2=[O:13])[CH2:22][CH2:21][O:20][CH2:19][CH2:18]1, predict the reactants needed to synthesize it. The reactants are: BrC[CH2:3][CH2:4][CH2:5][C:6]1C=[CH:15][CH:14]=[C:8]2[C:9]([NH:11][C:12](=[O:13])[C:7]=12)=O.[NH:17]1[CH2:22][CH2:21][O:20][CH2:19][CH2:18]1.C(N(CC)CC)C.[CH2:30]([OH:32])[CH3:31]. (3) Given the product [Br:1][C:2]1[CH:3]=[C:4]2[N:9]([CH:10]=1)[N:8]=[CH:7][N:6]=[C:5]2[N:13]1[CH2:16][CH:15]([C:17]([O:19][CH3:20])=[O:18])[CH2:14]1, predict the reactants needed to synthesize it. The reactants are: [Br:1][C:2]1[CH:3]=[C:4]2[N:9]([CH:10]=1)[N:8]=[CH:7][N:6]=[C:5]2Cl.Cl.[NH:13]1[CH2:16][CH:15]([C:17]([O:19][CH3:20])=[O:18])[CH2:14]1.CCN(C(C)C)C(C)C. (4) The reactants are: [CH:1]([O:4][C:5]([N:7]1[CH2:12][CH2:11][CH:10]([O:13][C:14]2[CH:19]=[C:18](Cl)[N:17]=[C:16]([CH3:21])[N:15]=2)[CH2:9][CH2:8]1)=[O:6])([CH3:3])[CH3:2].[CH3:22][S:23]([C:26]1[CH:27]=[C:28]2[C:32](=[CH:33][CH:34]=1)[NH:31][CH2:30][CH2:29]2)(=[O:25])=[O:24].[H-].[Na+]. Given the product [CH:1]([O:4][C:5]([N:7]1[CH2:12][CH2:11][CH:10]([O:13][C:14]2[CH:19]=[C:18]([N:31]3[C:32]4[C:28](=[CH:27][C:26]([S:23]([CH3:22])(=[O:25])=[O:24])=[CH:34][CH:33]=4)[CH2:29][CH2:30]3)[N:17]=[C:16]([CH3:21])[N:15]=2)[CH2:9][CH2:8]1)=[O:6])([CH3:3])[CH3:2], predict the reactants needed to synthesize it. (5) Given the product [CH3:1][O:2][C:3]1[CH:4]=[C:5]2[C:10](=[CH:11][CH:12]=1)[CH:9]=[C:8]([N:14]1[CH2:18][CH2:17][CH2:16][CH2:15]1)[CH2:7][CH2:6]2, predict the reactants needed to synthesize it. The reactants are: [CH3:1][O:2][C:3]1[CH:4]=[C:5]2[C:10](=[CH:11][CH:12]=1)[CH2:9][C:8](=O)[CH2:7][CH2:6]2.[NH:14]1[CH2:18][CH2:17][CH2:16][CH2:15]1.